From a dataset of Full USPTO retrosynthesis dataset with 1.9M reactions from patents (1976-2016). Predict the reactants needed to synthesize the given product. (1) Given the product [NH2:27][C:23]1[CH:22]=[C:21]([C:19]#[C:20][C:2]2[CH:3]=[N:4][CH:5]=[CH:6][C:7]=2[C:8]2[N:16]([CH3:17])[C:15]3[CH2:14][CH2:13][NH:12][C:11](=[O:18])[C:10]=3[CH:9]=2)[CH:26]=[CH:25][CH:24]=1, predict the reactants needed to synthesize it. The reactants are: Br[C:2]1[CH:3]=[N:4][CH:5]=[CH:6][C:7]=1[C:8]1[N:16]([CH3:17])[C:15]2[CH2:14][CH2:13][NH:12][C:11](=[O:18])[C:10]=2[CH:9]=1.[C:19]([C:21]1[CH:22]=[C:23]([NH2:27])[CH:24]=[CH:25][CH:26]=1)#[CH:20]. (2) Given the product [C:13]([NH:1][C@H:2]([C:10]([OH:12])=[O:11])[CH2:3][CH2:4][CH2:5][NH:6][C:7](=[NH:8])[NH2:9])(=[O:25])[CH2:14][CH2:15][CH2:16][CH2:17][CH2:18][CH2:19][CH2:20][CH2:21][CH2:22][CH2:23][CH3:24], predict the reactants needed to synthesize it. The reactants are: [NH2:1][C@H:2]([C:10]([OH:12])=[O:11])[CH2:3][CH2:4][CH2:5][NH:6][C:7](=[NH:9])[NH2:8].[C:13](Cl)(=[O:25])[CH2:14][CH2:15][CH2:16][CH2:17][CH2:18][CH2:19][CH2:20][CH2:21][CH2:22][CH2:23][CH3:24].[OH-].[Na+].Cl. (3) Given the product [Cl-:35].[CH3:1][C:2]1[CH:3]=[CH:4][C:5]2[C:14]([C:15]=1[CH3:16])=[N+:13]([CH2:17][CH2:18][CH2:19][N:20]1[C:24](=[O:25])[C:23]3=[CH:26][CH:27]=[CH:28][CH:29]=[C:22]3[C:21]1=[O:30])[C:12]1[C:7](=[CH:8][CH:9]=[CH:10][CH:11]=1)[C:6]=2[Cl:35], predict the reactants needed to synthesize it. The reactants are: [CH3:1][C:2]1[CH:3]=[CH:4][C:5]2[C:6](=O)[C:7]3[C:12]([N:13]([CH2:17][CH2:18][CH2:19][N:20]4[C:24](=[O:25])[C:23]5=[CH:26][CH:27]=[CH:28][CH:29]=[C:22]5[C:21]4=[O:30])[C:14]=2[C:15]=1[CH3:16])=[CH:11][CH:10]=[CH:9][CH:8]=3.C(Cl)(=O)C([Cl:35])=O. (4) Given the product [Cl:23][C:15]1[CH:14]=[C:13]([CH:18]=[CH:17][C:16]=1[C:19]1([CH3:22])[CH2:21][CH2:20]1)[CH:8]=[O:9], predict the reactants needed to synthesize it. The reactants are: C1(C2C=CC([CH:8]=[O:9])=CC=2)CC1.Br[C:13]1[CH:18]=[CH:17][C:16]([C:19]2([CH3:22])[CH2:21][CH2:20]2)=[C:15]([Cl:23])[CH:14]=1.[Li]CCCC.CN(C=O)C. (5) Given the product [CH3:11][C@H:10]1[C@H:3]2[C:4](=[CH:5][CH2:6][CH2:7][C:2]2([CH3:1])[CH3:13])[C:8](=[O:12])[CH2:9]1, predict the reactants needed to synthesize it. The reactants are: [CH3:1][C:2]1([CH3:13])[CH2:7][CH2:6][CH2:5][C:4]([C:8](=[O:12])/[CH:9]=[CH:10]/[CH3:11])=[CH:3]1.O. (6) Given the product [CH3:28][S:27][C:24]1[CH:25]=[CH:26][C:21]([C:19]2[CH2:18][O:9][C:8](=[O:10])[C:7]=2[C:1]2[CH:6]=[CH:5][CH:4]=[CH:3][CH:2]=2)=[CH:22][CH:23]=1, predict the reactants needed to synthesize it. The reactants are: [C:1]1([CH2:7][C:8]([OH:10])=[O:9])[CH:6]=[CH:5][CH:4]=[CH:3][CH:2]=1.C(=O)([O-])[O-].[K+].[K+].Br[CH2:18][C:19]([C:21]1[CH:26]=[CH:25][C:24]([S:27][CH3:28])=[CH:23][CH:22]=1)=O. (7) Given the product [I:14][C:2]1[CH:7]=[CH:6][C:5]([C@@H:8]2[CH2:10][C@H:9]2[CH2:11][OH:12])=[CH:4][CH:3]=1, predict the reactants needed to synthesize it. The reactants are: Br[C:2]1[CH:7]=[CH:6][C:5]([C@@H:8]2[CH2:10][C@H:9]2[CH2:11][OH:12])=[CH:4][CH:3]=1.[Na+].[I-:14].CNCCNC.N. (8) Given the product [CH3:19][O:18][C:14]1[N:13]=[C:12]([N:9]2[C:5]3=[N:6][CH:7]=[N:8][C:3]([NH:1][N:2]=[CH:24][C:23]4[CH:26]=[CH:27][N:28]=[C:21]([Cl:20])[CH:22]=4)=[C:4]3[CH:11]=[N:10]2)[CH:17]=[CH:16][CH:15]=1, predict the reactants needed to synthesize it. The reactants are: [NH:1]([C:3]1[N:8]=[CH:7][N:6]=[C:5]2[N:9]([C:12]3[CH:17]=[CH:16][CH:15]=[C:14]([O:18][CH3:19])[N:13]=3)[N:10]=[CH:11][C:4]=12)[NH2:2].[Cl:20][C:21]1[CH:22]=[C:23]([CH:26]=[CH:27][N:28]=1)[CH:24]=O.COC1N=C(N2C3=NC=NC(NN=CC4C=CN=CC=4)=C3C=N2)C=CC=1. (9) Given the product [Br:8][C:6]1[CH:5]=[CH:4][N:3]([CH2:24][CH:20]2[CH2:21][CH2:22][CH2:23][N:18]([C:11]([O:13][C:14]([CH3:15])([CH3:17])[CH3:16])=[O:12])[CH2:19]2)[C:2](=[O:1])[CH:7]=1, predict the reactants needed to synthesize it. The reactants are: [OH:1][C:2]1[CH:7]=[C:6]([Br:8])[CH:5]=[CH:4][N:3]=1.[OH-].[K+].[C:11]([N:18]1[CH2:23][CH2:22][CH2:21][CH:20]([CH2:24]Br)[CH2:19]1)([O:13][C:14]([CH3:17])([CH3:16])[CH3:15])=[O:12].O.